Dataset: NCI-60 drug combinations with 297,098 pairs across 59 cell lines. Task: Regression. Given two drug SMILES strings and cell line genomic features, predict the synergy score measuring deviation from expected non-interaction effect. Drug 1: CCC1=C2CN3C(=CC4=C(C3=O)COC(=O)C4(CC)O)C2=NC5=C1C=C(C=C5)O. Drug 2: C(CC(=O)O)C(=O)CN.Cl. Cell line: OVCAR-5. Synergy scores: CSS=23.1, Synergy_ZIP=-9.17, Synergy_Bliss=-1.01, Synergy_Loewe=-14.6, Synergy_HSA=1.56.